From a dataset of Full USPTO retrosynthesis dataset with 1.9M reactions from patents (1976-2016). Predict the reactants needed to synthesize the given product. (1) Given the product [Cl:27][C:22]1[CH:21]=[C:20]([C@@H:18]2[CH2:19][NH:15][CH2:16][C@H:17]2[C:28]([O:30][CH3:31])=[O:29])[CH:25]=[CH:24][C:23]=1[Cl:26], predict the reactants needed to synthesize it. The reactants are: ClC(OC(Cl)C)=O.C([N:15]1[CH2:19][C@@H:18]([C:20]2[CH:25]=[CH:24][C:23]([Cl:26])=[C:22]([Cl:27])[CH:21]=2)[C@H:17]([C:28]([O:30][CH3:31])=[O:29])[CH2:16]1)C1C=CC=CC=1. (2) Given the product [CH2:1]([O:8][CH2:9][C@H:10]([C:12]1[C:13]([CH3:35])=[N:14][O:15][C:16]=1[C:17]1[CH:18]=[CH:19][C:20]([C:23]2[CH:28]=[CH:27][C:26]([C:29]3([C:32]([NH:52][S:49]([CH3:48])(=[O:51])=[O:50])=[O:33])[CH2:31][CH2:30]3)=[CH:25][CH:24]=2)=[CH:21][CH:22]=1)[OH:11])[C:2]1[CH:7]=[CH:6][CH:5]=[CH:4][CH:3]=1, predict the reactants needed to synthesize it. The reactants are: [CH2:1]([O:8][CH2:9][C@H:10]([C:12]1[C:13]([CH3:35])=[N:14][O:15][C:16]=1[C:17]1[CH:22]=[CH:21][C:20]([C:23]2[CH:28]=[CH:27][C:26]([C:29]3([C:32](O)=[O:33])[CH2:31][CH2:30]3)=[CH:25][CH:24]=2)=[CH:19][CH:18]=1)[OH:11])[C:2]1[CH:7]=[CH:6][CH:5]=[CH:4][CH:3]=1.C(N1C=CN=C1)(N1C=CN=C1)=O.[CH3:48][S:49]([NH2:52])(=[O:51])=[O:50].N12CCCN=C1CCCCC2. (3) Given the product [CH2:7]([O:6][C:4](=[O:5])[C:3]([OH:9])([C:2]([F:10])([F:11])[F:1])[CH2:18][C:14]([CH3:15])=[CH2:13])[CH3:8], predict the reactants needed to synthesize it. The reactants are: [F:1][C:2]([F:11])([F:10])[C:3](=[O:9])[C:4]([O:6][CH2:7][CH3:8])=[O:5].C[CH:13]=[CH:14][CH2:15][Mg]Cl.[CH2:18]1COCC1. (4) Given the product [F:33][C:29]1[CH:28]=[C:27]([C@@H:26]2[CH2:25][NH:24][CH2:23][C@H:22]2[NH:21][C:16]2[C:15]3[C:20](=[C:11]([C:9]([NH2:8])=[O:10])[CH:12]=[CH:13][CH:14]=3)[N:19]=[CH:18][N:17]=2)[CH:32]=[CH:31][CH:30]=1, predict the reactants needed to synthesize it. The reactants are: Cl.O1CCOCC1.[NH2:8][C:9]([C:11]1[CH:12]=[CH:13][CH:14]=[C:15]2[C:20]=1[N:19]=[CH:18][N:17]=[C:16]2[NH:21][CH:22]1[CH:26]([C:27]2[CH:32]=[CH:31][CH:30]=[C:29]([F:33])[CH:28]=2)[CH2:25][N:24](C(OC(C)(C)C)=O)[CH2:23]1)=[O:10]. (5) Given the product [F:44][C@:16]1([C:14]([NH:13][OH:12])=[O:15])[CH2:20][CH2:19][CH2:18][C@H:17]1[NH:21][S:22]([C:25]1[CH:30]=[CH:29][C:28]([O:31][CH2:32][C:33]2[C:42]3[C:37](=[CH:38][CH:39]=[CH:40][CH:41]=3)[N:36]=[C:35]([CH3:43])[CH:34]=2)=[CH:27][CH:26]=1)(=[O:23])=[O:24], predict the reactants needed to synthesize it. The reactants are: C([SiH](CC)CC)C.C([O:12][NH:13][C:14]([C@@:16]1([F:44])[CH2:20][CH2:19][CH2:18][C@H:17]1[NH:21][S:22]([C:25]1[CH:30]=[CH:29][C:28]([O:31][CH2:32][C:33]2[C:42]3[C:37](=[CH:38][CH:39]=[CH:40][CH:41]=3)[N:36]=[C:35]([CH3:43])[CH:34]=2)=[CH:27][CH:26]=1)(=[O:24])=[O:23])=[O:15])(C)(C)C.